The task is: Predict the reactants needed to synthesize the given product.. This data is from Full USPTO retrosynthesis dataset with 1.9M reactions from patents (1976-2016). (1) Given the product [Cl:1][C:2]1[CH:3]=[CH:4][C:5]2[S:9][C:8]([S:10]([NH:16][C:17]3[CH:18]=[C:19]([CH:24]=[CH:25][CH:26]=3)[C:20]([O:22][CH3:23])=[O:21])(=[O:12])=[O:11])=[C:7]([CH3:14])[C:6]=2[CH:15]=1, predict the reactants needed to synthesize it. The reactants are: [Cl:1][C:2]1[CH:3]=[CH:4][C:5]2[S:9][C:8]([S:10](Cl)(=[O:12])=[O:11])=[C:7]([CH3:14])[C:6]=2[CH:15]=1.[NH2:16][C:17]1[CH:18]=[C:19]([CH:24]=[CH:25][CH:26]=1)[C:20]([O:22][CH3:23])=[O:21]. (2) Given the product [Br:1][C:2]1[CH:7]=[C:6]([NH:13][CH3:12])[C:5]([N+:9]([O-:11])=[O:10])=[CH:4][N:3]=1, predict the reactants needed to synthesize it. The reactants are: [Br:1][C:2]1[CH:7]=[C:6](Br)[C:5]([N+:9]([O-:11])=[O:10])=[CH:4][N:3]=1.[CH3:12][NH2:13].C([O-])([O-])=O.[K+].[K+]. (3) Given the product [Cl:1][C:2]1[CH:7]=[C:6]([C:8]([NH:37][OH:38])=[NH:9])[CH:5]=[CH:4][C:3]=1[C:10]1[N:15]=[C:14]2[O:16][C:17]([CH3:27])([CH3:28])[CH2:18][CH:19]([NH:20][C:21](=[O:26])[C:22]([CH3:25])([CH3:23])[CH3:24])[C:13]2=[CH:12][C:11]=1[C:29]1[CH:30]=[CH:31][C:32]([Cl:35])=[CH:33][CH:34]=1, predict the reactants needed to synthesize it. The reactants are: [Cl:1][C:2]1[CH:7]=[C:6]([C:8]#[N:9])[CH:5]=[CH:4][C:3]=1[C:10]1[N:15]=[C:14]2[O:16][C:17]([CH3:28])([CH3:27])[CH2:18][CH:19]([NH:20][C:21](=[O:26])[C:22]([CH3:25])([CH3:24])[CH3:23])[C:13]2=[CH:12][C:11]=1[C:29]1[CH:34]=[CH:33][C:32]([Cl:35])=[CH:31][CH:30]=1.Cl.[NH2:37][OH:38].C([O-])(O)=O.[Na+]. (4) Given the product [O:1]1[CH:5]=[CH:4][CH:3]=[C:2]1[C:6]1[NH:18][C:9]2=[N:10][CH:11]=[CH:12][C:13]([C:14]([OH:16])=[O:15])=[C:8]2[N:7]=1, predict the reactants needed to synthesize it. The reactants are: [O:1]1[CH:5]=[CH:4][CH:3]=[C:2]1[C:6]1[NH:18][C:9]2=[N:10][CH:11]=[CH:12][C:13]([C:14]([O:16]C)=[O:15])=[C:8]2[N:7]=1.O[Li].O. (5) Given the product [Cl:14][C:15]1[C:16]([N:11]2[CH2:12][CH2:13][N:8]([C:3]3[CH:4]=[CH:5][CH:6]=[CH:7][C:2]=3[F:1])[CH2:9][CH2:10]2)=[C:17]([F:44])[CH:18]=[C:19]2[C:24]=1[N:23]([C:25]1[CH:30]=[CH:29][CH:28]=[C:27]([CH2:25][N:23]3[CH2:24][CH2:19][CH2:20][CH2:21][CH2:22]3)[CH:26]=1)[CH:22]=[C:21]([C:38]([O:40][CH2:41][CH3:42])=[O:39])[C:20]2=[O:43], predict the reactants needed to synthesize it. The reactants are: [F:1][C:2]1[CH:7]=[CH:6][CH:5]=[CH:4][C:3]=1[N:8]1[CH2:13][CH2:12][NH:11][CH2:10][CH2:9]1.[Cl:14][C:15]1[C:16](F)=[C:17]([F:44])[CH:18]=[C:19]2[C:24]=1[N:23]([C:25]1[CH:30]=[CH:29][CH:28]=[C:27](CN3CCCCC3)[CH:26]=1)[CH:22]=[C:21]([C:38]([O:40][CH2:41][CH3:42])=[O:39])[C:20]2=[O:43].